Binary Classification. Given a drug SMILES string, predict its activity (active/inactive) in a high-throughput screening assay against a specified biological target. From a dataset of Tyrosyl-DNA phosphodiesterase HTS with 341,365 compounds. (1) The drug is O=c1n(CC(C)C)c(N)c(c(=O)n1C)C(=O)COC(=O)CCc1[nH]c2c(c(=O)n1)cccc2. The result is 0 (inactive). (2) The molecule is O1C(CC(O)(CC1)C\N=C\c1ccc(N(C)C)cc1)(C)C. The result is 0 (inactive).